This data is from Experimentally validated miRNA-target interactions with 360,000+ pairs, plus equal number of negative samples. The task is: Binary Classification. Given a miRNA mature sequence and a target amino acid sequence, predict their likelihood of interaction. (1) The miRNA is hsa-miR-4739 with sequence AAGGGAGGAGGAGCGGAGGGGCCCU. The protein sequence of the target gene is MLAWRVARGAWGPLRVALRPPGARLGRGGSRRALLPPAACCLGCLAERWRLRPAAFALRLPGAGPRTHCSGAGKAAPEPAAGGGGAAAQAPSARWVPASAASSYENPWTIPNLLSMTRIGLAPVLGYLILEEDFNVALGVFALAGLTDLLDGFIARNWANQKSALGSALDPLADKVLISILYISLTYADLIPVPLTYMIISRDVMLIAAVFYVRYRTLPTPRTLAKYFNPCYATARLKPTFISKVNTAVQLILVAASLAAPVFNYADSIYLQILWCCTAFTTAASAYSYYHYGRKTVQVI.... Result: 0 (no interaction). (2) The miRNA is hsa-miR-1207-3p with sequence UCAGCUGGCCCUCAUUUC. The protein sequence of the target gene is MSSAIERKSLDPSEEPVDEVLQIPPSLLTCGGCQQNIGDRYFLKAIDQYWHEDCLSCDLCGCRLGEVGRRLYYKLGRKLCRRDYLRLFGQDGLCASCDKRIRAYEMTMRVKDKVYHLECFKCAACQKHFCVGDRYLLINSDIVCEQDIYEWTKINGII. Result: 0 (no interaction). (3) The miRNA is hsa-miR-3150a-3p with sequence CUGGGGAGAUCCUCGAGGUUGG. The protein sequence of the target gene is MHRKKVDNRIRILIENGVAERQRSLFVVVGDRGKDQVVILHHMLSKATVKARPSVLWCYKKELGFSSHRKKRMRQLQKKIKNGTLNIKQDDPFELFIAATNIRYCYYNETHKILGNTFGMCVLQDFEALTPNLLARTVETVEGGGLVVILLRTMNSLKQLYTVTMDVHSRYRTEAHQDVVGRFNERFILSLASCKKCLVIDDQLNILPISSHVATMEALPPQTPDESLGPSDLELRELKESLQDTQPVGVLVDCCKTLDQAKAVLKFIEGISEKTLRSTVALTAARGRGKSAALGLAIAG.... Result: 1 (interaction).